From a dataset of Reaction yield outcomes from USPTO patents with 853,638 reactions. Predict the reaction yield, written as a fraction of the theoretical maximum amount of product (1.0 means a 100% yield; for example, 0.34 means a 34% yield). (1) The reactants are [CH3:1][N:2]([CH2:4][C:5]1[CH:10]=[CH:9][C:8]([C:11]2[C:20]3[C:15](=[CH:16][CH:17]=[CH:18][C:19]=3[OH:21])[C:14](=[O:22])[NH:13][CH:12]=2)=[CH:7][CH:6]=1)[CH3:3].[CH3:23][S:24]([OH:27])(=[O:26])=[O:25].CC(C)=O. The catalyst is CO. The product is [CH3:23][S:24]([OH:27])(=[O:26])=[O:25].[CH3:3][N:2]([CH2:4][C:5]1[CH:6]=[CH:7][C:8]([C:11]2[C:20]3[C:15](=[CH:16][CH:17]=[CH:18][C:19]=3[OH:21])[C:14](=[O:22])[NH:13][CH:12]=2)=[CH:9][CH:10]=1)[CH3:1]. The yield is 0.880. (2) The reactants are [C:1]1([CH2:7][CH2:8][C:9]([N:11]2[CH2:16][CH2:15][C:14](=O)[CH2:13][CH2:12]2)=[O:10])[CH:6]=[CH:5][CH:4]=[CH:3][CH:2]=1.C([O-])(=O)C.[NH4+].C([BH3-])#[N:24].[Na+]. The catalyst is CO. The product is [C:1]1([CH2:7][CH2:8][C:9]([N:11]2[CH2:16][CH2:15][CH:14]([NH2:24])[CH2:13][CH2:12]2)=[O:10])[CH:6]=[CH:5][CH:4]=[CH:3][CH:2]=1. The yield is 0.470. (3) The reactants are [NH2:1][C:2]1[CH:3]=[C:4]([C:8]2[C:16]([C:17]3[CH:22]=[CH:21][N:20]=[C:19]([NH:23][C:24]4[CH:29]=[CH:28][CH:27]=[C:26]([CH2:30][N:31]([CH3:33])[CH3:32])[CH:25]=4)[N:18]=3)=[C:11]3[CH:12]=[CH:13][CH:14]=[CH:15][N:10]3[N:9]=2)[CH:5]=[CH:6][CH:7]=1.C1COCC1.C1C=CC2N(O)N=NC=2C=1.[S:49]1[CH:53]=[CH:52][C:51]([CH2:54][C:55](O)=[O:56])=[CH:50]1. The catalyst is CC(N(C)C)=O. The product is [CH3:32][N:31]([CH2:30][C:26]1[CH:25]=[C:24]([NH:23][C:19]2[N:18]=[C:17]([C:16]3[C:8]([C:4]4[CH:3]=[C:2]([NH:1][C:55](=[O:56])[CH2:54][C:51]5[CH:52]=[CH:53][S:49][CH:50]=5)[CH:7]=[CH:6][CH:5]=4)=[N:9][N:10]4[CH:15]=[CH:14][CH:13]=[CH:12][C:11]=34)[CH:22]=[CH:21][N:20]=2)[CH:29]=[CH:28][CH:27]=1)[CH3:33]. The yield is 0.500. (4) The reactants are [OH:1][C:2]1[C:9]([O:10][CH3:11])=[CH:8][C:5]([CH:6]=O)=[CH:4][C:3]=1[O:12][CH3:13].[ClH:14].CO.[CH3:17][O:18][C:19]1[C:34]([O:35][CH3:36])=[CH:33][CH:32]=[CH:31][C:20]=1[CH2:21][NH:22][CH2:23][CH:24](OCC)OCC. The catalyst is CCO. The product is [ClH:14].[CH3:13][O:12][C:3]1[CH:4]=[C:5]([CH2:6][C:24]2[C:31]3[C:20](=[C:19]([O:18][CH3:17])[C:34]([O:35][CH3:36])=[CH:33][CH:32]=3)[CH:21]=[N:22][CH:23]=2)[CH:8]=[C:9]([O:10][CH3:11])[C:2]=1[OH:1]. The yield is 0.250. (5) The catalyst is CN(C=O)C.CCOC(C)=O. The yield is 0.620. The reactants are [F:1][C:2]1[CH:7]=[CH:6][C:5]([F:8])=[CH:4][C:3]=1[CH:9]1[CH2:13][CH2:12][CH2:11][N:10]1[C:14]1[CH:19]=[CH:18][N:17]2[N:20]=[CH:21][C:22]([C:23](O)=[O:24])=[C:16]2[N:15]=1.[C:26]([NH:29][NH2:30])(=[O:28])[CH3:27].CCN(C(C)C)C(C)C.CN(C(ON1N=NC2C=CC=NC1=2)=[N+](C)C)C.F[P-](F)(F)(F)(F)F. The product is [C:26]([NH:29][NH:30][C:23]([C:22]1[CH:21]=[N:20][N:17]2[CH:18]=[CH:19][C:14]([N:10]3[CH2:11][CH2:12][CH2:13][CH:9]3[C:3]3[CH:4]=[C:5]([F:8])[CH:6]=[CH:7][C:2]=3[F:1])=[N:15][C:16]=12)=[O:24])(=[O:28])[CH3:27]. (6) The reactants are [S:1]1[C:5]([C:6]2[C:7]([O:27][CH3:28])=[CH:8][C:9]([O:25][CH3:26])=[C:10](/[CH:12]=[CH:13]/[C:14]([C:16]3[CH:24]=[CH:23][C:19]([C:20]([OH:22])=[O:21])=[CH:18][CH:17]=3)=[O:15])[CH:11]=2)=[CH:4][C:3]2[CH:29]=[CH:30][CH:31]=[CH:32][C:2]1=2.[NH:33]([CH2:35][C@@H:36]([C@H:38]([C@@H:40]([C@@H:42]([CH2:44][OH:45])[OH:43])[OH:41])[OH:39])[OH:37])[CH3:34].C(O)C. The catalyst is C1COCC1. The product is [CH3:34][NH:33][CH2:35][C@@H:36]([C@H:38]([C@@H:40]([C@@H:42]([CH2:44][OH:45])[OH:43])[OH:41])[OH:39])[OH:37].[S:1]1[C:5]([C:6]2[C:7]([O:27][CH3:28])=[CH:8][C:9]([O:25][CH3:26])=[C:10](/[CH:12]=[CH:13]/[C:14]([C:16]3[CH:24]=[CH:23][C:19]([C:20]([OH:22])=[O:21])=[CH:18][CH:17]=3)=[O:15])[CH:11]=2)=[CH:4][C:3]2[CH:29]=[CH:30][CH:31]=[CH:32][C:2]1=2. The yield is 0.630.